From a dataset of Full USPTO retrosynthesis dataset with 1.9M reactions from patents (1976-2016). Predict the reactants needed to synthesize the given product. (1) Given the product [NH2:1][C:2]1[N:10]=[CH:9][CH:8]=[CH:7][C:3]=1[C:4]([NH:37][C@@H:36]([CH2:38][C:39]1[CH:40]=[CH:41][CH:42]=[CH:43][CH:44]=1)[C:35]([O:34][CH2:32][CH3:33])=[O:45])=[O:6], predict the reactants needed to synthesize it. The reactants are: [NH2:1][C:2]1[N:10]=[CH:9][CH:8]=[CH:7][C:3]=1[C:4]([OH:6])=O.C(Cl)CCl.C1C=CC2N(O)N=NC=2C=1.C(N(CC)CC)C.[CH2:32]([O:34][C:35](=[O:45])[C@H:36]([CH2:38][C:39]1[CH:44]=[CH:43][CH:42]=[CH:41][CH:40]=1)[NH2:37])[CH3:33]. (2) Given the product [Cl-:1].[O:4]=[C:3]([C:5]1[CH:10]=[CH:9][CH:8]=[CH:7][CH:6]=1)[CH2:2][N+:23]12[CH2:24][CH2:25][CH:26]([CH2:27][CH2:28]1)[C@@H:21]([O:20][C:18](=[O:19])[C@@H:17]([C:11]1[CH:16]=[CH:15][CH:14]=[CH:13][CH:12]=1)[NH:29][C:30]1[CH:35]=[CH:34][CH:33]=[CH:32][CH:31]=1)[CH2:22]2, predict the reactants needed to synthesize it. The reactants are: [Cl:1][CH2:2][C:3]([C:5]1[CH:10]=[CH:9][CH:8]=[CH:7][CH:6]=1)=[O:4].[C:11]1([C@@H:17]([NH:29][C:30]2[CH:35]=[CH:34][CH:33]=[CH:32][CH:31]=2)[C:18]([O:20][C@@H:21]2[CH:26]3[CH2:27][CH2:28][N:23]([CH2:24][CH2:25]3)[CH2:22]2)=[O:19])[CH:16]=[CH:15][CH:14]=[CH:13][CH:12]=1. (3) The reactants are: [C:1]1([O:8][CH3:9])[C:2](=[CH:4][CH:5]=[CH:6][CH:7]=1)[OH:3].[CH2:10](Br)[CH:11]=[CH2:12].C(=O)([O-])[O-].[K+].[K+].C(OCC=C)C=C.[CH2:27]([C:30]1[C:35](C(F)(F)F)=[CH:34][CH:33]=[C:32](Cl)[C:31]=1O)C=C.C(C1C=CC=C(OC)C=1O)C=C.C1(O)C=CC=CC=1.C(Br)C1C=CC=CC=1.C(C1C=CC(OC)=CC=1OCC1C=CC=CC=1)C=C. Given the product [CH2:10]([C:4]1[CH:5]=[CH:6][CH:7]=[C:1]([O:8][CH3:9])[C:2]=1[O:3][CH2:27][C:30]1[CH:35]=[CH:34][CH:33]=[CH:32][CH:31]=1)[CH:11]=[CH2:12], predict the reactants needed to synthesize it. (4) Given the product [Br:11][CH2:12][CH2:13][CH2:14][N:1]1[CH2:6][CH2:5][O:4][CH2:3][CH2:2]1, predict the reactants needed to synthesize it. The reactants are: [NH:1]1[CH2:6][CH2:5][O:4][CH2:3][CH2:2]1.CC(C)=O.[Br:11][CH2:12][CH2:13][CH2:14]Br. (5) Given the product [S:1]1[C:2]2[CH:13]=[CH:12][CH:11]=[CH:10][C:3]=2[C:4]([CH2:6][CH2:7][CH2:8][NH:9][CH2:25][CH:26]2[O:40][C:30]3=[C:31]4[C:36](=[CH:37][CH:38]=[C:29]3[O:28][CH2:27]2)[N:35]=[C:34]([CH3:39])[CH:33]=[CH:32]4)=[CH:5]1, predict the reactants needed to synthesize it. The reactants are: [S:1]1[CH:5]=[C:4]([CH2:6][CH2:7][CH2:8][NH2:9])[C:3]2[CH:10]=[CH:11][CH:12]=[CH:13][C:2]1=2.BrC1C=CC(S(O[CH2:25][C@@H:26]2[O:40][C:30]3=[C:31]4[C:36](=[CH:37][CH:38]=[C:29]3[O:28][CH2:27]2)[N:35]=[C:34]([CH3:39])[CH:33]=[CH:32]4)(=O)=O)=CC=1.C(=O)(O)[O-].[Na+]. (6) The reactants are: [CH3:1][C:2]1([CH3:10])[CH:7]2[CH2:8][CH:3]1[CH:4]=[CH:5][C:6]2=[O:9].[O-][Mn](=O)(=O)=O.[K+].O.CC1(C)[C@H]2C[C@@H]1CCC2=C.[O-][Mn](=O)(=O)=O.[K+]. Given the product [CH3:1][C:2]1([CH3:10])[CH:7]2[CH2:8][CH:3]1[CH2:4][CH2:5][C:6]2=[O:9], predict the reactants needed to synthesize it. (7) Given the product [CH2:1]([O:8][C:9]([NH:11][CH2:12][C@H:13]([O:31][S:38]([C:35]1[CH:36]=[CH:37][C:32]([CH3:52])=[CH:33][CH:34]=1)(=[O:40])=[O:39])[CH2:14][C@@H:15]([C:24]([O:26][C:27]([CH3:30])([CH3:29])[CH3:28])=[O:25])[NH:16][C:17]([O:19][C:20]([CH3:21])([CH3:22])[CH3:23])=[O:18])=[O:10])[C:2]1[CH:7]=[CH:6][CH:5]=[CH:4][CH:3]=1, predict the reactants needed to synthesize it. The reactants are: [CH2:1]([O:8][C:9]([NH:11][CH2:12][C@H:13]([OH:31])[CH2:14][C@@H:15]([C:24]([O:26][C:27]([CH3:30])([CH3:29])[CH3:28])=[O:25])[NH:16][C:17]([O:19][C:20]([CH3:23])([CH3:22])[CH3:21])=[O:18])=[O:10])[C:2]1[CH:7]=[CH:6][CH:5]=[CH:4][CH:3]=1.[C:32]1([CH3:52])[CH:37]=[CH:36][C:35]([S:38](O[S:38]([C:35]2[CH:36]=[CH:37][C:32]([CH3:52])=[CH:33][CH:34]=2)(=[O:40])=[O:39])(=[O:40])=[O:39])=[CH:34][CH:33]=1. (8) Given the product [CH3:1][O:2][C:3]1[C:8]([O:9][CH3:10])=[CH:7][CH:6]=[CH:5][C:4]=1[C@@H:11]1[C:17]2[CH:18]=[C:19]([F:22])[CH:20]=[CH:21][C:16]=2[N:15]2[CH:23]=[CH:24][CH:25]=[C:14]2[C@@H:13]([CH2:26][C:27]([N:29]2[CH2:34][CH2:33][CH:32]([CH2:35][C:36]([OH:38])=[O:37])[CH2:31][CH2:30]2)=[O:28])[O:12]1, predict the reactants needed to synthesize it. The reactants are: [CH3:1][O:2][C:3]1[C:8]([O:9][CH3:10])=[CH:7][CH:6]=[CH:5][C:4]=1[C@@H:11]1[C:17]2[CH:18]=[C:19]([F:22])[CH:20]=[CH:21][C:16]=2[N:15]2[CH:23]=[CH:24][CH:25]=[C:14]2[C@@H:13]([CH2:26][C:27]([N:29]2[CH2:34][CH2:33][CH:32]([CH2:35][C:36]([O:38]CC)=[O:37])[CH2:31][CH2:30]2)=[O:28])[O:12]1.C(=O)([O-])[O-].[K+].[K+].Cl.C(OCC)(=O)C.